This data is from NCI-60 drug combinations with 297,098 pairs across 59 cell lines. The task is: Regression. Given two drug SMILES strings and cell line genomic features, predict the synergy score measuring deviation from expected non-interaction effect. (1) Drug 1: CC12CCC3C(C1CCC2=O)CC(=C)C4=CC(=O)C=CC34C. Drug 2: CC1=C2C(C(=O)C3(C(CC4C(C3C(C(C2(C)C)(CC1OC(=O)C(C(C5=CC=CC=C5)NC(=O)OC(C)(C)C)O)O)OC(=O)C6=CC=CC=C6)(CO4)OC(=O)C)O)C)O. Cell line: NCI-H322M. Synergy scores: CSS=45.2, Synergy_ZIP=1.26, Synergy_Bliss=3.85, Synergy_Loewe=-1.00, Synergy_HSA=6.94. (2) Drug 1: CC1=C(C=C(C=C1)NC(=O)C2=CC=C(C=C2)CN3CCN(CC3)C)NC4=NC=CC(=N4)C5=CN=CC=C5. Drug 2: C(CC(=O)O)C(=O)CN.Cl. Cell line: HS 578T. Synergy scores: CSS=5.15, Synergy_ZIP=-3.84, Synergy_Bliss=-1.16, Synergy_Loewe=-2.73, Synergy_HSA=-1.38. (3) Drug 1: CNC(=O)C1=CC=CC=C1SC2=CC3=C(C=C2)C(=NN3)C=CC4=CC=CC=N4. Drug 2: C1CC(=O)NC(=O)C1N2CC3=C(C2=O)C=CC=C3N. Cell line: HOP-62. Synergy scores: CSS=4.78, Synergy_ZIP=3.18, Synergy_Bliss=3.07, Synergy_Loewe=2.01, Synergy_HSA=0.546. (4) Drug 1: C1=NC2=C(N=C(N=C2N1C3C(C(C(O3)CO)O)F)Cl)N. Drug 2: CC1=C(C(=O)C2=C(C1=O)N3CC4C(C3(C2COC(=O)N)OC)N4)N. Cell line: SK-OV-3. Synergy scores: CSS=20.9, Synergy_ZIP=-5.99, Synergy_Bliss=0.667, Synergy_Loewe=-8.76, Synergy_HSA=-3.16. (5) Drug 1: C1CCC(CC1)NC(=O)N(CCCl)N=O. Drug 2: C1=CC(=CC=C1CCCC(=O)O)N(CCCl)CCCl. Cell line: U251. Synergy scores: CSS=47.9, Synergy_ZIP=-8.86, Synergy_Bliss=-5.06, Synergy_Loewe=-2.27, Synergy_HSA=-0.479. (6) Drug 1: CC(C1=C(C=CC(=C1Cl)F)Cl)OC2=C(N=CC(=C2)C3=CN(N=C3)C4CCNCC4)N. Drug 2: CC1=C(C(=CC=C1)Cl)NC(=O)C2=CN=C(S2)NC3=CC(=NC(=N3)C)N4CCN(CC4)CCO. Cell line: NCI-H460. Synergy scores: CSS=23.6, Synergy_ZIP=22.3, Synergy_Bliss=22.5, Synergy_Loewe=21.1, Synergy_HSA=21.7. (7) Drug 1: CCN(CC)CCNC(=O)C1=C(NC(=C1C)C=C2C3=C(C=CC(=C3)F)NC2=O)C. Drug 2: C(=O)(N)NO. Cell line: 786-0. Synergy scores: CSS=-9.46, Synergy_ZIP=5.12, Synergy_Bliss=2.39, Synergy_Loewe=-6.29, Synergy_HSA=-6.32.